From a dataset of Full USPTO retrosynthesis dataset with 1.9M reactions from patents (1976-2016). Predict the reactants needed to synthesize the given product. (1) Given the product [OH:11][CH2:10][CH2:12][NH:13][CH2:1][C@H:2]([C:3]1[CH:4]=[CH:5][CH:6]=[CH:7][CH:8]=1)[OH:9], predict the reactants needed to synthesize it. The reactants are: [CH2:1]1[O:9][C@H:2]1[C:3]1[CH:8]=[CH:7][CH:6]=[CH:5][CH:4]=1.[CH2:10]([CH2:12][NH2:13])[OH:11]. (2) Given the product [Cl:1][C:2]1[CH:3]=[C:4]([CH:20]=[CH:21][CH:22]=1)[C:5]([NH:7][C:8]12[CH2:17][CH:12]3[CH2:13][CH:14]([CH2:16][C:10]([C:18]#[C:19][C:24]4[CH:29]=[N:28][CH:27]=[C:26]([CH3:30])[N:25]=4)([CH2:11]3)[CH2:9]1)[CH2:15]2)=[O:6], predict the reactants needed to synthesize it. The reactants are: [Cl:1][C:2]1[CH:3]=[C:4]([CH:20]=[CH:21][CH:22]=1)[C:5]([NH:7][C:8]12[CH2:17][CH:12]3[CH2:13][CH:14]([CH2:16][C:10]([C:18]#[CH:19])([CH2:11]3)[CH2:9]1)[CH2:15]2)=[O:6].Cl[C:24]1[CH:29]=[N:28][CH:27]=[C:26]([CH3:30])[N:25]=1. (3) Given the product [OH:1][C:2]1[CH:9]=[C:8]([O:10][CH2:17][O:18][CH3:19])[CH:7]=[CH:6][C:3]=1[CH:4]=[O:5], predict the reactants needed to synthesize it. The reactants are: [OH:1][C:2]1[CH:9]=[C:8]([OH:10])[CH:7]=[CH:6][C:3]=1[CH:4]=[O:5].C(=O)([O-])[O-].[K+].[K+].[CH3:17][O:18][CH2:19]Cl.